This data is from Forward reaction prediction with 1.9M reactions from USPTO patents (1976-2016). The task is: Predict the product of the given reaction. The product is: [C:18]([N:14]1[CH2:15][CH2:16][CH2:17][C@@H:12]([N:8]2[C:4]3=[N:5][CH:6]=[N:7][C:2]([NH2:1])=[C:3]3[C:10]([C:34]3[CH:35]=[CH:36][C:31]([C:29]([NH:28][C:26]4[S:25][N:24]=[C:23]([CH3:22])[CH:27]=4)=[O:30])=[CH:32][CH:33]=3)=[N:9]2)[CH2:13]1)(=[O:21])[CH:19]=[CH2:20]. Given the reactants [NH2:1][C:2]1[N:7]=[CH:6][N:5]=[C:4]2[N:8]([C@@H:12]3[CH2:17][CH2:16][CH2:15][N:14]([C:18](=[O:21])[CH:19]=[CH2:20])[CH2:13]3)[N:9]=[C:10](I)[C:3]=12.[CH3:22][C:23]1[CH:27]=[C:26]([NH:28][C:29]([C:31]2[CH:36]=[CH:35][C:34](B(O)O)=[CH:33][CH:32]=2)=[O:30])[S:25][N:24]=1.C([O-])([O-])=O.[Cs+].[Cs+].O1CCOCC1, predict the reaction product.